Task: Predict the reaction yield, written as a fraction of the theoretical maximum amount of product (1.0 means a 100% yield; for example, 0.34 means a 34% yield).. Dataset: Reaction yield outcomes from USPTO patents with 853,638 reactions (1) The reactants are [Mg+2].[Cl-].[Cl-].C(O)(=O)CC(O)=O.C([K])C.[C:14]([N:24]1[CH2:31][CH2:30][CH2:29][C@H:25]1[C:26]([OH:28])=O)([O:16][CH2:17][C:18]1[CH:23]=[CH:22][CH:21]=[CH:20][CH:19]=1)=[O:15].C1N=CN(C(N2C=NC=C2)=O)C=1.[C:44]([O:50][CH2:51][CH3:52])(=[O:49])[CH2:45]C([O-])=O.Cl. The catalyst is C1COCC1. The product is [CH2:51]([O:50][C:44](=[O:49])[CH2:45][C:26]([C@@H:25]1[CH2:29][CH2:30][CH2:31][N:24]1[C:14]([O:16][CH2:17][C:18]1[CH:19]=[CH:20][CH:21]=[CH:22][CH:23]=1)=[O:15])=[O:28])[CH3:52]. The yield is 0.900. (2) The reactants are [CH2:1]([C:3]([C:21]1[CH:34]=[CH:33][C:24]([C:25]([NH:27][CH2:28][C:29]([O:31]C)=[O:30])=[O:26])=[C:23]([CH3:35])[CH:22]=1)([C:6]1[CH:11]=[CH:10][C:9]([O:12][CH2:13][CH:14]([OH:19])[C:15]([CH3:18])([CH3:17])[CH3:16])=[C:8]([CH3:20])[CH:7]=1)[CH2:4][CH3:5])[CH3:2].CO.[OH-].[Na+]. The catalyst is O. The product is [CH2:1]([C:3]([C:21]1[CH:34]=[CH:33][C:24]([C:25]([NH:27][CH2:28][C:29]([OH:31])=[O:30])=[O:26])=[C:23]([CH3:35])[CH:22]=1)([C:6]1[CH:11]=[CH:10][C:9]([O:12][CH2:13][CH:14]([OH:19])[C:15]([CH3:17])([CH3:18])[CH3:16])=[C:8]([CH3:20])[CH:7]=1)[CH2:4][CH3:5])[CH3:2]. The yield is 0.710.